The task is: Predict the reaction yield, written as a fraction of the theoretical maximum amount of product (1.0 means a 100% yield; for example, 0.34 means a 34% yield).. This data is from Reaction yield outcomes from USPTO patents with 853,638 reactions. (1) The reactants are [C:1]([C:3]1[CH:8]=[CH:7][C:6]([OH:9])=[CH:5][CH:4]=1)#[N:2].C([O-])([O-])=O.[K+].[K+].[Br:16][CH2:17][CH2:18]Br. The catalyst is CC#N. The product is [Br:16][CH2:17][CH2:18][O:9][C:6]1[CH:7]=[CH:8][C:3]([C:1]#[N:2])=[CH:4][CH:5]=1. The yield is 0.450. (2) The reactants are [I:1][C:2]1[C:3]([O:20][CH3:21])=[CH:4][C:5]([CH:17]([CH3:19])[CH3:18])=[C:6]([CH:16]=1)[O:7][C:8]1[C:9]([NH2:15])=[N:10][C:11]([NH2:14])=[N:12][CH:13]=1.[ClH:22]. The catalyst is C(O)(C)C. The product is [ClH:22].[I:1][C:2]1[C:3]([O:20][CH3:21])=[CH:4][C:5]([CH:17]([CH3:19])[CH3:18])=[C:6]([CH:16]=1)[O:7][C:8]1[C:9]([NH2:15])=[N:10][C:11]([NH2:14])=[N:12][CH:13]=1. The yield is 0.980.